Task: Predict the reactants needed to synthesize the given product.. Dataset: Full USPTO retrosynthesis dataset with 1.9M reactions from patents (1976-2016) (1) Given the product [Br:1][C:2]1[CH:14]=[N:13][C:12]2[C:11]3[CH:10]=[CH:9][C:8]([C:15]([O:17][CH3:18])=[O:16])=[CH:7][C:6]=3[N:5]([C@H:30]([C:37]3[CH:42]=[CH:41][CH:40]=[CH:39][CH:38]=3)[CH:31]3[CH2:32][CH2:33][O:34][CH2:35][CH2:36]3)[C:4]=2[CH:3]=1, predict the reactants needed to synthesize it. The reactants are: [Br:1][C:2]1[CH:14]=[N:13][C:12]2[C:11]3[CH:10]=[CH:9][C:8]([C:15]([O:17][CH3:18])=[O:16])=[CH:7][C:6]=3[NH:5][C:4]=2[CH:3]=1.C(=O)([O-])[O-].[Cs+].[Cs+].CS(O[CH:30]([C:37]1[CH:42]=[CH:41][CH:40]=[CH:39][CH:38]=1)[CH:31]1[CH2:36][CH2:35][O:34][CH2:33][CH2:32]1)(=O)=O. (2) Given the product [Cl:1][C:2]1[N:7]=[CH:6][C:5]([O:8][CH2:16][CH3:17])=[CH:4][N:3]=1, predict the reactants needed to synthesize it. The reactants are: [Cl:1][C:2]1[N:7]=[CH:6][C:5]([OH:8])=[CH:4][N:3]=1.C([O-])([O-])=O.[K+].[K+].I[CH2:16][CH3:17]. (3) Given the product [N:11]1[N:8]2[CH:9]=[CH:10][C:5]([C:3]([OH:4])=[O:2])=[CH:6][C:7]2=[CH:13][CH:12]=1, predict the reactants needed to synthesize it. The reactants are: C[O:2][C:3]([C:5]1[CH:10]=[CH:9][N:8]2[N:11]=[CH:12][CH:13]=[C:7]2[CH:6]=1)=[O:4].[OH-].[K+].O. (4) Given the product [N:4]([C:3]1[CH:5]=[C:6]([F:9])[CH:7]=[CH:8][C:2]=1[Br:1])=[N+:14]=[N-:15], predict the reactants needed to synthesize it. The reactants are: [Br:1][C:2]1[CH:8]=[CH:7][C:6]([F:9])=[CH:5][C:3]=1[NH2:4].N([O-])=O.[Na+].[N-:14]=[N+:15]=[N-].[Na+].CC([O-])=O.[Na+]. (5) Given the product [Cl:1][C:2]1[CH:10]=[C:9]2[C:5]([CH:6]=[CH:7][N:8]2[S:11]([C:14]2[CH:23]=[C:22]3[C:17]([C:18]([CH3:28])([CH3:27])[CH2:19][NH:20][CH2:21]3)=[CH:16][CH:15]=2)(=[O:13])=[O:12])=[CH:4][CH:3]=1, predict the reactants needed to synthesize it. The reactants are: [Cl:1][C:2]1[CH:10]=[C:9]2[C:5]([CH:6]=[CH:7][N:8]2[S:11]([C:14]2[CH:23]=[C:22]3[C:17]([C:18]([CH3:28])([CH3:27])[CH2:19][N:20](C(=O)C)[CH2:21]3)=[CH:16][CH:15]=2)(=[O:13])=[O:12])=[CH:4][CH:3]=1.C(=O)([O-])O.[Na+]. (6) The reactants are: Br[C:2]1[CH:14]=[CH:13][C:5]([CH2:6][N:7]2[CH2:12][CH2:11][O:10][CH2:9][CH2:8]2)=[CH:4][CH:3]=1.[CH3:15][C:16]1([CH3:32])[C:20]([CH3:22])([CH3:21])[O:19][B:18]([B:18]2[O:19][C:20]([CH3:22])([CH3:21])[C:16]([CH3:32])([CH3:15])[O:17]2)[O:17]1.CC([O-])=O.[K+]. Given the product [CH3:15][C:16]1([CH3:32])[C:20]([CH3:22])([CH3:21])[O:19][B:18]([C:2]2[CH:14]=[CH:13][C:5]([CH2:6][N:7]3[CH2:12][CH2:11][O:10][CH2:9][CH2:8]3)=[CH:4][CH:3]=2)[O:17]1, predict the reactants needed to synthesize it. (7) Given the product [N:28]1([C:14]([C@@H:10]2[CH2:11][CH2:12][CH2:13][NH:8][CH2:9]2)=[O:16])[CH2:33][CH2:32][O:31][CH2:30][CH2:29]1, predict the reactants needed to synthesize it. The reactants are: C(OC([N:8]1[CH2:13][CH2:12][CH2:11][C@@H:10]([C:14]([OH:16])=O)[CH2:9]1)=O)(C)(C)C.O.ON1C2C=CC=CC=2N=N1.[NH:28]1[CH2:33][CH2:32][O:31][CH2:30][CH2:29]1.C(N(CC)CC)C. (8) Given the product [S:3]1[CH:4]=[N:5][N:6]=[C:2]1[NH:1][S:17]([C:14]1[CH:13]=[CH:12][C:11]([NH:10][C:7](=[O:9])[CH3:8])=[CH:16][CH:15]=1)(=[O:19])=[O:18], predict the reactants needed to synthesize it. The reactants are: [NH2:1][C:2]1[S:3][CH:4]=[N:5][N:6]=1.[C:7]([NH:10][C:11]1[CH:16]=[CH:15][C:14]([S:17](Cl)(=[O:19])=[O:18])=[CH:13][CH:12]=1)(=[O:9])[CH3:8]. (9) Given the product [CH2:1]([N:8]1[CH2:12][C@@H:11]([CH:13]([C:19]([O:21][C:22]([CH3:25])([CH3:24])[CH3:23])=[O:17])[NH2:14])[C@H:10]([CH:15]([C:19]([O:21][C:22]([CH3:25])([CH3:24])[CH3:23])=[O:20])[NH2:16])[CH2:9]1)[C:2]1[CH:3]=[CH:4][CH:5]=[CH:6][CH:7]=1, predict the reactants needed to synthesize it. The reactants are: [CH2:1]([N:8]1[CH2:12][C@@H:11]([CH2:13][NH2:14])[C@H:10]([CH2:15][NH2:16])[CH2:9]1)[C:2]1[CH:7]=[CH:6][CH:5]=[CH:4][CH:3]=1.[OH-:17].[Na+].[C:19](O[C:19]([O:21][C:22]([CH3:25])([CH3:24])[CH3:23])=[O:20])([O:21][C:22]([CH3:25])([CH3:24])[CH3:23])=[O:20].